From a dataset of Forward reaction prediction with 1.9M reactions from USPTO patents (1976-2016). Predict the product of the given reaction. Given the reactants [BH4-].[Na+].FC(F)(F)C(O)=O.[CH2:10]([O:17][C:18]1[CH:23]=[CH:22][C:21]([Br:24])=[CH:20][C:19]=1[CH2:25][C:26]#[N:27])[C:11]1[CH:16]=[CH:15][CH:14]=[CH:13][CH:12]=1, predict the reaction product. The product is: [CH2:10]([O:17][C:18]1[CH:23]=[CH:22][C:21]([Br:24])=[CH:20][C:19]=1[CH2:25][CH2:26][NH2:27])[C:11]1[CH:12]=[CH:13][CH:14]=[CH:15][CH:16]=1.